The task is: Predict the product of the given reaction.. This data is from Forward reaction prediction with 1.9M reactions from USPTO patents (1976-2016). (1) Given the reactants [F:1][C:2]1[CH:3]=[C:4]([CH:33]=[CH:34][CH:35]=1)[CH2:5][N:6]1[C:14]2[C:9](=[CH:10][C:11]([NH:15][C:16]3[C:25]4[C:20](=[CH:21][CH:22]=[CH:23][C:24]=4[O:26][C@H:27]([CH3:32])[C:28](OC)=[O:29])[N:19]=[CH:18][N:17]=3)=[CH:12][CH:13]=2)[CH:8]=[N:7]1.[CH2:36]([CH2:38][NH2:39])[OH:37], predict the reaction product. The product is: [F:1][C:2]1[CH:3]=[C:4]([CH:33]=[CH:34][CH:35]=1)[CH2:5][N:6]1[C:14]2[C:9](=[CH:10][C:11]([NH:15][C:16]3[C:25]4[C:20](=[CH:21][CH:22]=[CH:23][C:24]=4[O:26][C@H:27]([CH3:32])[C:28]([NH:39][CH2:38][CH2:36][OH:37])=[O:29])[N:19]=[CH:18][N:17]=3)=[CH:12][CH:13]=2)[CH:8]=[N:7]1. (2) Given the reactants [CH3:1][C:2]([CH3:19])([CH3:18])[CH2:3][CH2:4][C:5]1[CH:13]=[CH:12][C:8]([C:9](O)=[O:10])=[CH:7][C:6]=1[C:14]([F:17])([F:16])[F:15].Cl.[CH3:21][NH:22][O:23][CH3:24].C1C=C2N=NN(O)C2=CC=1.O.C(=O)([O-])O.[Na+].CCN=C=NCCCN(C)C.Cl, predict the reaction product. The product is: [CH3:1][C:2]([CH3:19])([CH3:18])[CH2:3][CH2:4][C:5]1[CH:13]=[CH:12][C:8]([C:9]([N:22]([O:23][CH3:24])[CH3:21])=[O:10])=[CH:7][C:6]=1[C:14]([F:17])([F:16])[F:15]. (3) Given the reactants [Na].[CH3:2][O:3][C:4]1[CH:5]=[C:6]([CH2:12][C:13]#[N:14])[CH:7]=[C:8]([O:10][CH3:11])[CH:9]=1.[C:15](=O)([O:19]CC)[O:16][CH2:17][CH3:18], predict the reaction product. The product is: [C:13]([CH:12]([C:6]1[CH:7]=[C:8]([O:10][CH3:11])[CH:9]=[C:4]([O:3][CH3:2])[CH:5]=1)[C:15]([O:16][CH2:17][CH3:18])=[O:19])#[N:14]. (4) Given the reactants C([O:4][CH2:5][C@@H:6]1[C@@H:11]([O:12]C(=O)C)[C@H:10]([O:16]C(=O)C)[C@H:9]([O:20]C(=O)C)[C@@H:8]([C:24]2[CH:29]=[CH:28][CH:27]=[C:26]([NH:30][C:31](=[O:62])[NH:32][C:33]3[CH:38]=[CH:37][CH:36]=[C:35]([C@@H:39]4[C@@H:44]([O:45]C(=O)C)[C@@H:43]([O:49]C(=O)C)[C@H:42]([O:53]C(=O)C)[C@@H:41]([CH2:57][O:58]C(=O)C)[O:40]4)[CH:34]=3)[CH:25]=2)[O:7]1)(=O)C.CO[Na], predict the reaction product. The product is: [OH:45][C@H:44]1[C@@H:43]([OH:49])[C@H:42]([OH:53])[C@@H:41]([CH2:57][OH:58])[O:40][C@@H:39]1[C:35]1[CH:34]=[C:33]([NH:32][C:31]([NH:30][C:26]2[CH:27]=[CH:28][CH:29]=[C:24]([C@@H:8]3[C@@H:9]([OH:20])[C@@H:10]([OH:16])[C@H:11]([OH:12])[C@@H:6]([CH2:5][OH:4])[O:7]3)[CH:25]=2)=[O:62])[CH:38]=[CH:37][CH:36]=1.